This data is from Full USPTO retrosynthesis dataset with 1.9M reactions from patents (1976-2016). The task is: Predict the reactants needed to synthesize the given product. (1) Given the product [C:3]1([CH2:7][CH2:8][OH:9])[CH:4]=[CH:5][CH:6]=[C:1]([CH2:11][CH2:12][OH:13])[CH:2]=1, predict the reactants needed to synthesize it. The reactants are: [C:1]1([CH2:11][C:12](O)=[O:13])[CH:6]=[CH:5][CH:4]=[C:3]([CH2:7][C:8](O)=[O:9])[CH:2]=1.[H-].[Al+3].[Li+].[H-].[H-].[H-]. (2) Given the product [F:21][C:22]1[CH:27]=[C:26]([N+:28]([O-:30])=[O:29])[C:25]([F:31])=[CH:24][C:23]=1[O:17][C:16]1[CH:15]=[CH:14][N:13]=[C:12]2[N:8]([CH2:7][C:6]3[CH:5]=[CH:4][C:3]([O:2][CH3:1])=[CH:20][CH:19]=3)[N:9]=[C:10]([CH3:18])[C:11]=12, predict the reactants needed to synthesize it. The reactants are: [CH3:1][O:2][C:3]1[CH:20]=[CH:19][C:6]([CH2:7][N:8]2[C:12]3[N:13]=[CH:14][CH:15]=[C:16]([OH:17])[C:11]=3[C:10]([CH3:18])=[N:9]2)=[CH:5][CH:4]=1.[F:21][C:22]1[CH:27]=[C:26]([N+:28]([O-:30])=[O:29])[C:25]([F:31])=[CH:24][C:23]=1F.C(=O)([O-])[O-].[K+].[K+].CN(C=O)C. (3) Given the product [CH2:22]([O:21][C:17]1[CH:16]=[C:15]([CH:20]=[CH:19][CH:18]=1)[CH2:14][C:8]1[C:9]2[C:4](=[CH:3][C:2]([O:1][CH:33]([CH3:35])[CH3:34])=[C:11]([O:12][CH3:13])[CH:10]=2)[C:5]([CH:24]=[O:25])=[CH:6][N:7]=1)[CH3:23], predict the reactants needed to synthesize it. The reactants are: [OH:1][C:2]1[CH:3]=[C:4]2[C:9](=[CH:10][C:11]=1[O:12][CH3:13])[C:8]([CH2:14][C:15]1[CH:20]=[CH:19][CH:18]=[C:17]([O:21][CH2:22][CH3:23])[CH:16]=1)=[N:7][CH:6]=[C:5]2[CH:24]=[O:25].C(=O)([O-])[O-].[K+].[K+].I[CH:33]([CH3:35])[CH3:34]. (4) Given the product [CH2:3]([CH:4]1[CH:9]([NH2:10])[C:8]2[CH:18]=[CH:19][S:20][C:7]=2[CH2:6][CH2:5]1)[CH3:2], predict the reactants needed to synthesize it. The reactants are: O1[C:5]2[CH2:6][CH2:7][CH2:8][CH:9]([NH2:10])[C:4]=2[CH:3]=[CH:2]1.C(C1C(=O)C2[CH:18]=[CH:19][S:20]C=2CC1)C. (5) Given the product [C:18]1([O:17][C:15](=[O:16])[NH:7][C:3]2[CH:2]=[N:1][CH:6]=[CH:5][CH:4]=2)[CH:23]=[CH:22][CH:21]=[CH:20][CH:19]=1, predict the reactants needed to synthesize it. The reactants are: [N:1]1[CH:6]=[CH:5][CH:4]=[C:3]([NH2:7])[CH:2]=1.N1C=CC=CC=1.Cl[C:15]([O:17][C:18]1[CH:23]=[CH:22][CH:21]=[CH:20][CH:19]=1)=[O:16].